Predict the product of the given reaction. From a dataset of Forward reaction prediction with 1.9M reactions from USPTO patents (1976-2016). (1) Given the reactants [CH2:1]([C@:4]1([C:43]2[CH:48]=[C:47]([CH2:49][C:50]3[CH:55]=[CH:54][C:53]([CH2:56][CH3:57])=[CH:52][CH:51]=3)[C:46]([Cl:58])=[CH:45][C:44]=2[OH:59])[C@H:9]([O:10][CH2:11][C:12]2[CH:17]=[CH:16][CH:15]=[CH:14][CH:13]=2)[C@@H:8]([O:18][CH2:19][C:20]2[CH:25]=[CH:24][CH:23]=[CH:22][CH:21]=2)[C@H:7]([O:26][CH2:27][C:28]2[CH:33]=[CH:32][CH:31]=[CH:30][CH:29]=2)[C@@H:6]([CH2:34][O:35][CH2:36][C:37]2[CH:42]=[CH:41][CH:40]=[CH:39][CH:38]=2)[O:5]1)[CH:2]=[CH2:3].B1C2CCCC1CCC2.[OH-:69].[Na+].OO, predict the reaction product. The product is: [Cl:58][C:46]1[C:47]([CH2:49][C:50]2[CH:51]=[CH:52][C:53]([CH2:56][CH3:57])=[CH:54][CH:55]=2)=[CH:48][C:43]([C@@:4]2([CH2:1][CH2:2][CH2:3][OH:69])[C@H:9]([O:10][CH2:11][C:12]3[CH:17]=[CH:16][CH:15]=[CH:14][CH:13]=3)[C@@H:8]([O:18][CH2:19][C:20]3[CH:21]=[CH:22][CH:23]=[CH:24][CH:25]=3)[C@H:7]([O:26][CH2:27][C:28]3[CH:33]=[CH:32][CH:31]=[CH:30][CH:29]=3)[C@@H:6]([CH2:34][O:35][CH2:36][C:37]3[CH:38]=[CH:39][CH:40]=[CH:41][CH:42]=3)[O:5]2)=[C:44]([OH:59])[CH:45]=1. (2) Given the reactants [CH2:1]([O:3][C:4](=[O:24])[C@@H:5]([O:21][CH2:22][CH3:23])[CH2:6][C:7]1[CH:12]=[CH:11][C:10]([O:13]CC2C=CC=CC=2)=[CH:9][CH:8]=1)[CH3:2], predict the reaction product. The product is: [CH2:1]([O:3][C:4](=[O:24])[C@@H:5]([O:21][CH2:22][CH3:23])[CH2:6][C:7]1[CH:8]=[CH:9][C:10]([OH:13])=[CH:11][CH:12]=1)[CH3:2].